From a dataset of Full USPTO retrosynthesis dataset with 1.9M reactions from patents (1976-2016). Predict the reactants needed to synthesize the given product. (1) Given the product [CH2:45]([O:44][C:42](=[O:43])[O:20][CH2:19][N:11]1[C:12](=[O:18])[C:13]([CH:15]([CH3:17])[CH3:16])=[CH:14][C:9]([O:8][C:7]2[C:6]([Cl:21])=[CH:5][C:4]([N:22]3[C:27](=[O:28])[NH:26][C:25](=[O:29])[C:24]([C:30]#[N:31])=[N:23]3)=[CH:3][C:2]=2[Cl:1])=[N:10]1)[CH3:46], predict the reactants needed to synthesize it. The reactants are: [Cl:1][C:2]1[CH:3]=[C:4]([N:22]2[C:27](=[O:28])[NH:26][C:25](=[O:29])[C:24]([C:30]#[N:31])=[N:23]2)[CH:5]=[C:6]([Cl:21])[C:7]=1[O:8][C:9]1[CH:14]=[C:13]([CH:15]([CH3:17])[CH3:16])[C:12](=[O:18])[N:11]([CH2:19][OH:20])[N:10]=1.C(N(CC)C(C)C)(C)C.Cl[C:42]([O:44][CH2:45][CH3:46])=[O:43]. (2) Given the product [CH2:1]([C:3]1[CH:4]=[CH:5][C:6]([CH:9]([S:20]([CH3:23])(=[O:22])=[O:21])[CH2:10][O:11][C:12]2[CH:19]=[CH:18][C:15]([CH:16]=[C:28]3[S:24][C:25](=[O:30])[NH:26][C:27]3=[O:29])=[CH:14][CH:13]=2)=[N:7][CH:8]=1)[CH3:2], predict the reactants needed to synthesize it. The reactants are: [CH2:1]([C:3]1[CH:4]=[CH:5][C:6]([CH:9]([S:20]([CH3:23])(=[O:22])=[O:21])[CH2:10][O:11][C:12]2[CH:19]=[CH:18][C:15]([CH:16]=O)=[CH:14][CH:13]=2)=[N:7][CH:8]=1)[CH3:2].[S:24]1[CH2:28][C:27](=[O:29])[NH:26][C:25]1=[O:30].C(O)(=O)C.N1CCCCC1. (3) Given the product [F:6][C:7]1[C:13]([F:14])=[CH:12][CH:11]=[C:10]([N+:15]([O-:17])=[O:16])[C:4]=1[NH:2][CH3:1], predict the reactants needed to synthesize it. The reactants are: [CH3:1][N:2]([CH:4]=O)C.[F:6][C:7]1[C:13]([F:14])=[CH:12][CH:11]=[C:10]([N+:15]([O-:17])=[O:16])C=1N.C(=O)([O-])[O-].[K+].[K+].CI. (4) Given the product [NH:6]1[C:14]2[C:9](=[CH:10][CH:11]=[CH:12][N:13]=2)[C:8]([CH:15]=[O:16])=[CH:7]1, predict the reactants needed to synthesize it. The reactants are: P(Cl)(Cl)(Cl)=O.[NH:6]1[C:14]2[C:9](=[CH:10][CH:11]=[CH:12][N:13]=2)[CH:8]=[CH:7]1.[C:15](=O)(O)[O-:16].[Na+]. (5) Given the product [Cl:15][C:4]1[N:3]=[C:2]2[N:17]([CH3:16])[N:18]=[C:8]([CH:9]([CH2:12][CH3:13])[CH2:10][CH3:11])[C:7]2=[CH:6][CH:5]=1, predict the reactants needed to synthesize it. The reactants are: Cl[C:2]1[C:7]([C:8](=O)[CH:9]([CH2:12][CH3:13])[CH2:10][CH3:11])=[CH:6][CH:5]=[C:4]([Cl:15])[N:3]=1.[CH3:16][NH:17][NH2:18].O. (6) Given the product [I:14][C:8]1[CH:9]=[C:3]([C:2]([F:10])([F:11])[F:1])[CH:4]=[CH:5][C:6]=1[NH2:7], predict the reactants needed to synthesize it. The reactants are: [F:1][C:2]([F:11])([F:10])[C:3]1[CH:9]=[CH:8][C:6]([NH2:7])=[CH:5][CH:4]=1.CO.[I:14]Cl.